This data is from Reaction yield outcomes from USPTO patents with 853,638 reactions. The task is: Predict the reaction yield, written as a fraction of the theoretical maximum amount of product (1.0 means a 100% yield; for example, 0.34 means a 34% yield). The reactants are F[C:2]1[CH:11]=[CH:10][C:5]([C:6]([O:8][CH3:9])=[O:7])=[CH:4][C:3]=1[C:12]([F:15])([F:14])[F:13].Cl.Cl.[CH3:18][N:19]([CH3:26])[C@H:20]1[CH2:25][CH2:24][CH2:23][NH:22][CH2:21]1.C([O-])([O-])=O.[Cs+].[Cs+].O. The catalyst is CN(C=O)C. The product is [CH3:18][N:19]([CH3:26])[C@H:20]1[CH2:25][CH2:24][CH2:23][N:22]([C:2]2[CH:11]=[CH:10][C:5]([C:6]([O:8][CH3:9])=[O:7])=[CH:4][C:3]=2[C:12]([F:15])([F:14])[F:13])[CH2:21]1. The yield is 0.320.